Dataset: Drug-target binding data from BindingDB using IC50 measurements. Task: Regression. Given a target protein amino acid sequence and a drug SMILES string, predict the binding affinity score between them. We predict pIC50 (pIC50 = -log10(IC50 in M); higher means more potent). Dataset: bindingdb_ic50. (1) The compound is Cc1c(C(=O)Nc2cccc3ccccc23)cccc1[N+](=O)[O-]. The target protein sequence is MISKLKPQFMFLPKKHILSYCRKDVLNLFEQKFYYTSKRKESNNMKNESLLRLINYNRYYNKIDSNNYYNGGKILSNDRQYIYSPLCEYKKKINDISSYVSVPFKINIRNLGTSNFVNNKKDVLDNDYIYENIKKEKSKHKKIIFLLFVSLFGLYGFFESYNPEFFLYDIFLKFCLKYIDGEICADLFLLLGKYNILPYDTSNDSIYACTNIKHLDFINPFGVAAGFDKNGVCIDSILKLGFSFIEIGTITPRGQTGNAKPRIFRDVESRSIINSCGFNNMGCDKVTENLILFRKRQEEDKLLSKHIVGVSIGKNKDTVNIVDDLKYCINKIGRYADYIAINVSSPNTPGLRDNQEAGKLKNIILSVKEEIDNLEKNNIMNDESTYNEDNKIVEKKNNFNKNNSHMMKDAKDNFLWFNTTKKKPLVFVKLAPDLNQEQKKEIADVLLETNIDGMIISNTTTQINDIKSFENKKGGVSGAKLKDISTKFICEMYNYTNKQI.... The pIC50 is 3.7. (2) The drug is CC(C)Cc1c(C(=O)C(N)=O)c2c(OCC(=O)O)cc3ccccc3c2n1Cc1ccccc1. The target protein (Q9QUL3) has sequence MKPPIALACLCLLVPLAGGNLVQFGVMIERMTGKPALQYNDYGCYCGVGGSHWPVDETDWCCHAHDCCYGRLEKLGCDPKLEKYLFSITRDNIFCAGRTACQRHTCECDKRAALCFRHNLNTYNRKYAHYPNKLCTGPTPPC. The pIC50 is 5.8.